Dataset: Full USPTO retrosynthesis dataset with 1.9M reactions from patents (1976-2016). Task: Predict the reactants needed to synthesize the given product. (1) Given the product [OH:8][C:9]1[CH:10]=[C:11]([CH:12]=[CH:1][C:2](=[O:7])[CH2:3][C:4](=[O:6])[CH:5]=[CH:35][C:36]2[CH:34]=[CH:33][C:32]([O:43][CH3:41])=[C:31]([OH:30])[CH:37]=2)[CH:14]=[CH:15][C:16]=1[O:17][CH3:18], predict the reactants needed to synthesize it. The reactants are: [CH3:1][C:2](=[O:7])[CH2:3][C:4](=[O:6])[CH3:5].[OH:8][C:9]1[CH:10]=[C:11]([CH:14]=[CH:15][C:16]=1[O:17][CH3:18])[CH:12]=O.B([O:30][CH2:31][CH2:32][CH2:33][CH3:34])([O:30][CH2:31][CH2:32][CH2:33][CH3:34])[O:30][CH2:31][CH2:32][CH2:33][CH3:34].[CH2:35](N)[CH2:36][CH2:37]C.Cl.[C:41](OCC)(=[O:43])C. (2) The reactants are: [CH3:1][CH:2]1[CH2:11][C:10]2[N:9]=[N:8][C:7]([C:12]3[CH:17]=[CH:16][CH:15]=[C:14]([C:18]([F:21])([F:20])[F:19])[CH:13]=3)=[CH:6][C:5]=2[CH:4]([OH:22])[CH2:3]1.C(Cl)CCl.[CH2:27]([O:29][CH2:30][C:31](O)=[O:32])[CH3:28]. Given the product [CH2:27]([O:29][CH2:30][C:31]([O:22][CH:4]1[CH2:3][CH:2]([CH3:1])[CH2:11][C:10]2[N:9]=[N:8][C:7]([C:12]3[CH:17]=[CH:16][CH:15]=[C:14]([C:18]([F:21])([F:20])[F:19])[CH:13]=3)=[CH:6][C:5]1=2)=[O:32])[CH3:28], predict the reactants needed to synthesize it. (3) Given the product [C:7]([C:9]1[CH:10]=[C:11]([CH:35]([CH3:37])[CH3:36])[C:12]2[O:16][C:15]([C:17]3[CH:33]=[CH:32][C:20]([C:21]([NH:23][CH2:24][C@H:25]4[O:31][CH2:30][CH2:29][N:28]([CH2:39][C:40]5[CH:45]=[CH:44][CH:43]=[C:42]([C:46]([F:47])([F:48])[F:49])[CH:41]=5)[CH2:27][CH2:26]4)=[O:22])=[CH:19][CH:18]=3)=[N:14][C:13]=2[CH:34]=1)#[N:8], predict the reactants needed to synthesize it. The reactants are: C(=O)([O-])[O-].[K+].[K+].[C:7]([C:9]1[CH:10]=[C:11]([CH:35]([CH3:37])[CH3:36])[C:12]2[O:16][C:15]([C:17]3[CH:33]=[CH:32][C:20]([C:21]([NH:23][CH2:24][C@H:25]4[O:31][CH2:30][CH2:29][NH:28][CH2:27][CH2:26]4)=[O:22])=[CH:19][CH:18]=3)=[N:14][C:13]=2[CH:34]=1)#[N:8].Br[CH2:39][C:40]1[CH:45]=[CH:44][CH:43]=[C:42]([C:46]([F:49])([F:48])[F:47])[CH:41]=1. (4) Given the product [CH:1]1([CH:7]([NH:18][C:19]2[CH:20]=[CH:21][C:22]([C:25]([N:27]([CH3:35])[CH2:28][CH2:29][C:30]([OH:32])=[O:31])=[O:26])=[CH:23][CH:24]=2)[C:8]2[S:16][C:11]3=[N:12][CH:13]=[CH:14][CH:15]=[C:10]3[C:9]=2[CH3:17])[CH2:6][CH2:5][CH2:4][CH2:3][CH2:2]1, predict the reactants needed to synthesize it. The reactants are: [CH:1]1([CH:7]([NH:18][C:19]2[CH:24]=[CH:23][C:22]([C:25]([N:27]([CH3:35])[CH2:28][CH2:29][C:30]([O:32]CC)=[O:31])=[O:26])=[CH:21][CH:20]=2)[C:8]2[S:16][C:11]3=[N:12][CH:13]=[CH:14][CH:15]=[C:10]3[C:9]=2[CH3:17])[CH2:6][CH2:5][CH2:4][CH2:3][CH2:2]1.O1CCCC1.[OH-].[Na+].